This data is from Forward reaction prediction with 1.9M reactions from USPTO patents (1976-2016). The task is: Predict the product of the given reaction. (1) Given the reactants Br[C:2]1[CH:11]=[CH:10][C:5]([C:6]([O:8][CH3:9])=[O:7])=[CH:4][N:3]=1.[O:12]1[C:16]2([CH2:21][CH2:20][C:19](B(O)O)=[CH:18][CH2:17]2)[O:15][CH2:14][CH2:13]1.C1(P(C2CCCCC2)C2C=CC=CC=2C2C(OC)=CC=CC=2OC)CCCCC1.P([O-])([O-])([O-])=O.[K+].[K+].[K+], predict the reaction product. The product is: [O:12]1[C:16]2([CH2:21][CH2:20][C:19]([C:2]3[CH:11]=[CH:10][C:5]([C:6]([O:8][CH3:9])=[O:7])=[CH:4][N:3]=3)=[CH:18][CH2:17]2)[O:15][CH2:14][CH2:13]1. (2) Given the reactants Br[C:2]1[CH:3]=[C:4]2[C:9](=[CH:10][CH:11]=1)[N:8]=[CH:7][C:6]([C:12]([CH:14]1[CH2:16][CH2:15]1)=[O:13])=[C:5]2[NH:17][C:18]1[CH:19]=[CH:20][C:21]([N:24]2[CH2:29][CH2:28][CH2:27][CH:26]([NH:30]C(=O)OC(C)(C)C)[CH2:25]2)=[N:22][CH:23]=1.[Cl:38][C:39]1[CH:44]=[C:43](B2OC(C)(C)C(C)(C)O2)[CH:42]=[C:41]([Cl:54])[C:40]=1[OH:55], predict the reaction product. The product is: [NH2:30][CH:26]1[CH2:27][CH2:28][CH2:29][N:24]([C:21]2[N:22]=[CH:23][C:18]([NH:17][C:5]3[C:4]4[C:9](=[CH:10][CH:11]=[C:2]([C:43]5[CH:44]=[C:39]([Cl:38])[C:40]([OH:55])=[C:41]([Cl:54])[CH:42]=5)[CH:3]=4)[N:8]=[CH:7][C:6]=3[C:12]([CH:14]3[CH2:16][CH2:15]3)=[O:13])=[CH:19][CH:20]=2)[CH2:25]1.